This data is from Full USPTO retrosynthesis dataset with 1.9M reactions from patents (1976-2016). The task is: Predict the reactants needed to synthesize the given product. (1) Given the product [OH:20][CH2:19][C:16]1[CH:15]=[CH:14][CH:13]=[C:12]2[C:17]=1[CH2:18][CH:9]([NH:8][C:6](=[O:7])[O:5][C:1]([CH3:3])([CH3:2])[CH3:4])[CH2:10][CH2:11]2, predict the reactants needed to synthesize it. The reactants are: [C:1]([O:5][C:6]([NH:8][CH:9]1[CH2:18][C:17]2[C:16]([C:19](O)=[O:20])=[CH:15][CH:14]=[CH:13][C:12]=2[CH2:11][CH2:10]1)=[O:7])([CH3:4])([CH3:3])[CH3:2]. (2) Given the product [C:19]([C:18]1[C:27]([C:28]2[CH:33]=[C:32]([C:34]([F:35])([F:36])[F:37])[CH:31]=[C:30]([S:38]([CH:41]([CH3:42])[CH3:43])(=[O:39])=[O:40])[CH:29]=2)=[CH:15][N:16]([CH2:21][C:22]([OH:24])=[O:23])[CH:17]=1)#[N:20], predict the reactants needed to synthesize it. The reactants are: ClC1C=C(C2[C:18]([C:19]#[N:20])=[CH:17][N:16]([CH2:21][C:22]([OH:24])=[O:23])[CH:15]=2)C=C(S(=O)(=O)N(C)C)C=1.CO[C:27](=O)[C:28]1[CH:33]=[C:32]([C:34]([F:37])([F:36])[F:35])[CH:31]=[C:30]([S:38]([CH:41]([CH3:43])[CH3:42])(=[O:40])=[O:39])[CH:29]=1. (3) Given the product [CH3:1][C:2]1([C:17]2[CH:18]=[C:19]([NH:23][S:24]([CH3:27])(=[O:25])=[O:26])[CH:20]=[CH:21][CH:22]=2)[CH:7]2[CH:3]1[CH2:4][N:5]([CH2:8][CH2:9][CH2:10][C:11]1[S:12][CH:13]=[CH:14][CH:15]=1)[CH2:6]2, predict the reactants needed to synthesize it. The reactants are: [CH3:1][C:2]1([C:17]2[CH:18]=[C:19]([NH:23][S:24]([CH3:27])(=[O:26])=[O:25])[CH:20]=[CH:21][CH:22]=2)[CH:7]2[CH:3]1[CH2:4][N:5]([C:8](=O)[CH2:9][CH2:10][C:11]1[S:12][CH:13]=[CH:14][CH:15]=1)[CH2:6]2.[H-].[Al+3].[Li+].[H-].[H-].[H-].O.C(=O)([O-])O.[Na+]. (4) Given the product [Si:14]([O:3][CH2:2][CH2:1][OH:4])([C:11]([CH3:13])([CH3:12])[CH3:10])([C:21]1[CH:22]=[CH:23][CH:24]=[CH:25][CH:26]=1)[C:15]1[CH:20]=[CH:19][CH:18]=[CH:17][CH:16]=1, predict the reactants needed to synthesize it. The reactants are: [CH2:1]([OH:4])[CH2:2][OH:3].N1C=CN=C1.[CH3:10][C:11]([Si:14](Cl)([C:21]1[CH:26]=[CH:25][CH:24]=[CH:23][CH:22]=1)[C:15]1[CH:20]=[CH:19][CH:18]=[CH:17][CH:16]=1)([CH3:13])[CH3:12].